Predict the product of the given reaction. From a dataset of Forward reaction prediction with 1.9M reactions from USPTO patents (1976-2016). Given the reactants [CH3:1]I.[CH2:3]([N:10]1[C:14]([C:15]([F:18])([F:17])[F:16])=[C:13]([CH3:19])[C:12]([Br:20])=[C:11]1[C:21]([NH:23][CH2:24][C:25]([CH3:28])([CH3:27])[CH3:26])=[O:22])[C:4]1[CH:9]=[CH:8][CH:7]=[CH:6][CH:5]=1.[H-].[Na+], predict the reaction product. The product is: [CH2:3]([N:10]1[C:14]([C:15]([F:18])([F:16])[F:17])=[C:13]([CH3:19])[C:12]([Br:20])=[C:11]1[C:21]([N:23]([CH3:1])[CH2:24][C:25]([CH3:28])([CH3:27])[CH3:26])=[O:22])[C:4]1[CH:5]=[CH:6][CH:7]=[CH:8][CH:9]=1.